Dataset: Catalyst prediction with 721,799 reactions and 888 catalyst types from USPTO. Task: Predict which catalyst facilitates the given reaction. Reactant: [N:1]1([C:7]([O:9][C:10]([CH3:13])([CH3:12])[CH3:11])=[O:8])[CH2:6][CH2:5][NH:4][CH2:3][CH2:2]1.[Cl:14][C:15]1[CH:16]=[C:17]([CH2:22][OH:23])[CH:18]=[N:19][C:20]=1Cl.CCN(C(C)C)C(C)C. Product: [Cl:14][C:15]1[C:20]([N:4]2[CH2:5][CH2:6][N:1]([C:7]([O:9][C:10]([CH3:13])([CH3:12])[CH3:11])=[O:8])[CH2:2][CH2:3]2)=[N:19][CH:18]=[C:17]([CH2:22][OH:23])[CH:16]=1. The catalyst class is: 37.